Dataset: Reaction yield outcomes from USPTO patents with 853,638 reactions. Task: Predict the reaction yield, written as a fraction of the theoretical maximum amount of product (1.0 means a 100% yield; for example, 0.34 means a 34% yield). (1) The product is [CH3:4][CH:5]1[CH2:9][CH2:8][CH2:7][N:6]1[CH2:10][CH2:11][CH2:12][O:13][C:14]1[CH:19]=[CH:18][C:17]([C:20]2[S:21][C:22]3[CH2:27][CH2:26][CH2:25][NH:24][C:23]=3[N:29]=2)=[CH:16][CH:15]=1. The catalyst is O1CCCC1. The reactants are CSC.[CH3:4][CH:5]1[CH2:9][CH2:8][CH2:7][N:6]1[CH2:10][CH2:11][CH2:12][O:13][C:14]1[CH:19]=[CH:18][C:17]([C:20]2[S:21][C:22]3[CH2:27][CH2:26][C:25](=O)[NH:24][C:23]=3[N:29]=2)=[CH:16][CH:15]=1.O.S(=O)(=O)(O)O. The yield is 0.520. (2) The reactants are [Cl:1][C:2]1[CH:7]=[CH:6][C:5]([N:8]2[CH2:12][CH:11]([OH:13])[CH:10]([N:14]3[CH2:19][CH2:18][N:17]([C:20]([C:22]4[CH:27]=[CH:26][C:25]([Cl:28])=[CH:24][CH:23]=4)=[O:21])[CH2:16][CH2:15]3)[CH2:9]2)=[C:4]([N+:29]([O-:31])=[O:30])[CH:3]=1.CCN(CC)CC.[C:39](Cl)(=[O:41])[CH3:40]. The catalyst is C(Cl)Cl. The product is [Cl:28][C:25]1[CH:26]=[CH:27][C:22]([C:20]([N:17]2[CH2:16][CH2:15][N:14]([CH:10]3[CH2:9][N:8]([C:5]4[CH:6]=[CH:7][C:2]([Cl:1])=[CH:3][C:4]=4[N+:29]([O-:31])=[O:30])[CH2:12][CH:11]3[O:13][C:39](=[O:41])[CH3:40])[CH2:19][CH2:18]2)=[O:21])=[CH:23][CH:24]=1. The yield is 0.500. (3) The reactants are [CH2:1]([N:6]1[C:14]2[C:9](=[CH:10][CH:11]=[CH:12][CH:13]=2)[C:8]2([C:25]3[C:17](=[CH:18][C:19]4[O:20][CH2:21][O:22][C:23]=4[CH:24]=3)[C:16](=O)[CH2:15]2)[C:7]1=[O:27])[CH2:2][CH2:3][CH2:4][CH3:5].C([SiH](CC)CC)C.FC(F)(F)C(O)=O. No catalyst specified. The product is [CH2:1]([N:6]1[C:14]2[C:9](=[CH:10][CH:11]=[CH:12][CH:13]=2)[C:8]2([C:25]3[C:17](=[CH:18][C:19]4[O:20][CH2:21][O:22][C:23]=4[CH:24]=3)[CH2:16][CH2:15]2)[C:7]1=[O:27])[CH2:2][CH2:3][CH2:4][CH3:5]. The yield is 0.470. (4) The reactants are C([O:5][C:6]([CH:8]1[CH2:12][CH2:11][CH2:10][N:9]1[C:13](=[O:40])[CH2:14][O:15][C:16]1[CH:21]=[CH:20][CH:19]=[C:18]([O:22][CH3:23])[C:17]=1[O:24][CH2:25][C:26]([N:28]1[CH2:32][CH2:31][CH2:30][C@@H:29]1[C:33]([O:35]C(C)(C)C)=[O:34])=[O:27])=[O:7])(C)(C)C. The catalyst is FC(F)(F)C(O)=O. The product is [C:33]([C@H:29]1[CH2:30][CH2:31][CH2:32][N:28]1[C:26](=[O:27])[CH2:25][O:24][C:17]1[C:18]([O:22][CH3:23])=[CH:19][CH:20]=[CH:21][C:16]=1[O:15][CH2:14][C:13]([N:9]1[CH2:10][CH2:11][CH2:12][C@@H:8]1[C:6]([OH:7])=[O:5])=[O:40])([OH:35])=[O:34]. The yield is 0.960. (5) The reactants are COC1C=CC(C(C2C=CC(OC)=C(OC)C=2)=O)=CC=1[N+]([O-])=O.[CH3:24][O:25][C:26]1[CH:31]=[CH:30][C:29]([CH:32]([C:34]2[CH:39]=[C:38]([O:40][CH3:41])[C:37]([O:42][CH3:43])=[C:36]([O:44][CH3:45])[CH:35]=2)[OH:33])=[CH:28][C:27]=1[N+:46]([O-:48])=[O:47].[Cr](Cl)([O-])(=O)=O.[NH+]1C=CC=CC=1. No catalyst specified. The product is [CH3:24][O:25][C:26]1[CH:31]=[CH:30][C:29]([C:32]([C:34]2[CH:35]=[C:36]([O:44][CH3:45])[C:37]([O:42][CH3:43])=[C:38]([O:40][CH3:41])[CH:39]=2)=[O:33])=[CH:28][C:27]=1[N+:46]([O-:48])=[O:47]. The yield is 0.550. (6) The reactants are [Cl:1][C:2]1[N:3]=[C:4]([C:9]([OH:11])=O)[NH:5][C:6]=1[CH2:7][CH3:8].S(Cl)(Cl)=O.[NH2:16][C:17]1[CH:38]=[CH:37][C:20]2[N:21]([CH2:25][C:26]3[CH:36]=[CH:35][CH:34]=[CH:33][C:27]=3[C:28]([O:30][CH2:31][CH3:32])=[O:29])[CH2:22][CH2:23][O:24][C:19]=2[CH:18]=1. The catalyst is N1C=CC=CC=1. The product is [Cl:1][C:2]1[N:3]=[C:4]([C:9]([NH:16][C:17]2[CH:38]=[CH:37][C:20]3[N:21]([CH2:25][C:26]4[CH:36]=[CH:35][CH:34]=[CH:33][C:27]=4[C:28]([O:30][CH2:31][CH3:32])=[O:29])[CH2:22][CH2:23][O:24][C:19]=3[CH:18]=2)=[O:11])[NH:5][C:6]=1[CH2:7][CH3:8]. The yield is 0.770. (7) The reactants are C(N(C(C)C)CC)(C)C.CS([C:14]1[N:19]=[C:18]([C:20]2[C:28]3[C:23](=[N:24][CH:25]=[C:26]([C:29]([F:32])([F:31])[F:30])[CH:27]=3)[N:22]([S:33]([C:36]3[CH:42]=[CH:41][C:39]([CH3:40])=[CH:38][CH:37]=3)(=[O:35])=[O:34])[CH:21]=2)[C:17]([C:43]#[N:44])=[CH:16][N:15]=1)(=O)=O.[Cl:45][C:46]1[N:51]=[CH:50][C:49]([CH:52]([NH2:54])[CH3:53])=[CH:48][CH:47]=1. The catalyst is O1CCCC1. The product is [Cl:45][C:46]1[N:51]=[CH:50][C:49]([C@H:52]([NH:54][C:14]2[N:19]=[C:18]([C:20]3[C:28]4[C:23](=[N:24][CH:25]=[C:26]([C:29]([F:30])([F:32])[F:31])[CH:27]=4)[N:22]([S:33]([C:36]4[CH:37]=[CH:38][C:39]([CH3:40])=[CH:41][CH:42]=4)(=[O:35])=[O:34])[CH:21]=3)[C:17]([C:43]#[N:44])=[CH:16][N:15]=2)[CH3:53])=[CH:48][CH:47]=1. The yield is 0.580. (8) The reactants are Cl.C(N=C=NCCCN(C)C)C.[Cl:13][C:14]1[CH:22]=[CH:21][C:17]([C:18]([OH:20])=O)=[C:16]([OH:23])[CH:15]=1.Cl.[CH3:25][NH:26][O:27][CH3:28].ON1C2C=CC=CC=2N=N1. The catalyst is CN(C)C=O.ClCCl.C(N(CC)CC)C. The product is [Cl:13][C:14]1[CH:22]=[CH:21][C:17]([C:18]([N:26]([O:27][CH3:28])[CH3:25])=[O:20])=[C:16]([OH:23])[CH:15]=1. The yield is 0.820. (9) The reactants are [F:1][C:2]1[CH:9]=[CH:8][C:7]([F:10])=[CH:6][C:3]=1[CH:4]=[O:5].O[CH2:12][CH2:13][C:14]1[C:22]2[C:17](=[CH:18][CH:19]=[CH:20][CH:21]=2)[NH:16][CH:15]=1.FC(F)(F)C(O)=O. The catalyst is ClCCl. The product is [F:1][C:2]1[CH:9]=[CH:8][C:7]([F:10])=[CH:6][C:3]=1[CH:4]1[C:15]2[NH:16][C:17]3[C:22]([C:14]=2[CH2:13][CH2:12][O:5]1)=[CH:21][CH:20]=[CH:19][CH:18]=3. The yield is 0.190.